Task: Predict the reaction yield, written as a fraction of the theoretical maximum amount of product (1.0 means a 100% yield; for example, 0.34 means a 34% yield).. Dataset: Reaction yield outcomes from USPTO patents with 853,638 reactions (1) The reactants are [F:1][C:2]1[CH:9]=[C:8]([C:10]2[CH:15]=[CH:14][N:13]=[C:12]3[NH:16][C:17]([C:19]4[CH:20]=[N:21][N:22]([CH:24]5[CH2:29][CH2:28][O:27][CH2:26][CH2:25]5)[CH:23]=4)=[N:18][C:11]=23)[CH:7]=[CH:6][C:3]=1[CH2:4][NH2:5].[C:30]([C:34]1[N:38]=[C:37]([C:39](O)=[O:40])[O:36][N:35]=1)([CH3:33])([CH3:32])[CH3:31].C(P1(=O)OP(=O)(CCC)OP(=O)(CCC)O1)CC.C(N(C(C)C)C(C)C)C. The catalyst is C(#N)C.C(O)=O. The product is [F:1][C:2]1[CH:9]=[C:8]([C:10]2[CH:15]=[CH:14][N:13]=[C:12]3[NH:16][C:17]([C:19]4[CH:20]=[N:21][N:22]([CH:24]5[CH2:29][CH2:28][O:27][CH2:26][CH2:25]5)[CH:23]=4)=[N:18][C:11]=23)[CH:7]=[CH:6][C:3]=1[CH2:4][NH:5][C:39]([C:37]1[O:36][N:35]=[C:34]([C:30]([CH3:33])([CH3:32])[CH3:31])[N:38]=1)=[O:40]. The yield is 0.100. (2) The reactants are CC(=[N:4][OH:5])C.CC(C)([O-])C.[K+].[Br:12][C:13]1[CH:14]=[CH:15][C:16](F)=[C:17]([C:19]([C:21]2[CH:26]=[C:25]([CH:27]([CH3:29])[CH3:28])[CH:24]=[C:23]([CH:30]([CH3:32])[CH3:31])[C:22]=2[O:33][CH2:34][CH3:35])=O)[CH:18]=1. The catalyst is C1COCC1. The product is [Br:12][C:13]1[CH:14]=[CH:15][C:16]2[O:5][N:4]=[C:19]([C:21]3[CH:26]=[C:25]([CH:27]([CH3:29])[CH3:28])[CH:24]=[C:23]([CH:30]([CH3:32])[CH3:31])[C:22]=3[O:33][CH2:34][CH3:35])[C:17]=2[CH:18]=1. The yield is 0.400. (3) The reactants are FC1C=C2C(C(=O)CC3(O2)CCN(C(NC2C=C(C(=O)NC)C=CN=2)=O)CC3)=CC=1.[Cl:31][C:32]1[CH:33]=[CH:34][CH:35]=[C:36]2[C:59]=1[O:58][C:39]1([CH2:44][CH2:43][N:42]([C:45]([NH:47][C:48]3[CH:53]=[C:52]([C:54](=[O:57])[NH:55][CH3:56])[CH:51]=[CH:50][N:49]=3)=[O:46])[CH2:41][CH2:40]1)[CH2:38][CH2:37]2. No catalyst specified. The product is [ClH:31].[Cl:31][C:32]1[CH:33]=[CH:34][CH:35]=[C:36]2[C:59]=1[O:58][C:39]1([CH2:44][CH2:43][N:42]([C:45]([NH:47][C:48]3[CH:53]=[C:52]([C:54](=[O:57])[NH:55][CH3:56])[CH:51]=[CH:50][N:49]=3)=[O:46])[CH2:41][CH2:40]1)[CH2:38][CH2:37]2. The yield is 0.780. (4) The reactants are [OH:1][CH:2]([C:13]1[CH:18]=[CH:17][CH:16]=[C:15]([O:19][CH3:20])[CH:14]=1)[CH2:3][O:4][C:5]1[CH:12]=[CH:11][C:8]([CH:9]=O)=[CH:7][CH:6]=1.[S:21]1[CH2:25][C:24](=[O:26])[NH:23][C:22]1=[O:27].N1CCCCC1. The catalyst is CCO. The product is [OH:1][CH:2]([C:13]1[CH:18]=[CH:17][CH:16]=[C:15]([O:19][CH3:20])[CH:14]=1)[CH2:3][O:4][C:5]1[CH:12]=[CH:11][C:8]([CH:9]=[C:25]2[S:21][C:22](=[O:27])[NH:23][C:24]2=[O:26])=[CH:7][CH:6]=1. The yield is 0.580.